This data is from Forward reaction prediction with 1.9M reactions from USPTO patents (1976-2016). The task is: Predict the product of the given reaction. (1) Given the reactants [F:1][C:2]1([F:13])[O:6][C:5]2[CH:7]=[C:8]([NH2:12])[C:9]([NH2:11])=[CH:10][C:4]=2[O:3]1.[Br-].Br[CH2:16][C:17]([C:19]1[CH:24]=[CH:23][NH+:22]=[CH:21][C:20]=1[CH2:25][CH3:26])=O.N, predict the reaction product. The product is: [CH2:25]([C:20]1[CH:21]=[N:22][CH:23]=[CH:24][C:19]=1[C:17]1[CH:16]=[N:12][C:8]2[CH:7]=[C:5]3[O:6][C:2]([F:1])([F:13])[O:3][C:4]3=[CH:10][C:9]=2[N:11]=1)[CH3:26]. (2) Given the reactants [F:1][C:2]([F:45])([F:44])[C:3]1[CH:4]=[C:5]([C@H:13]([O:15][C@H:16]2[CH2:20][N:19]([C:21]([O:23][C:24]([CH3:27])([CH3:26])[CH3:25])=[O:22])[C@@H:18](/[CH:28]=[CH:29]/[C:30]([O:32][C:33]([CH3:36])([CH3:35])[CH3:34])=[O:31])[C@@H:17]2[C:37]2[CH:42]=[CH:41][C:40]([F:43])=[CH:39][CH:38]=2)[CH3:14])[CH:6]=[C:7]([C:9]([F:12])([F:11])[F:10])[CH:8]=1, predict the reaction product. The product is: [F:12][C:9]([F:10])([F:11])[C:7]1[CH:6]=[C:5]([C@H:13]([O:15][C@H:16]2[CH2:20][N:19]([C:21]([O:23][C:24]([CH3:25])([CH3:26])[CH3:27])=[O:22])[C@@H:18]([CH2:28][CH2:29][C:30]([O:32][C:33]([CH3:34])([CH3:35])[CH3:36])=[O:31])[C@@H:17]2[C:37]2[CH:42]=[CH:41][C:40]([F:43])=[CH:39][CH:38]=2)[CH3:14])[CH:4]=[C:3]([C:2]([F:1])([F:45])[F:44])[CH:8]=1.